Dataset: Full USPTO retrosynthesis dataset with 1.9M reactions from patents (1976-2016). Task: Predict the reactants needed to synthesize the given product. (1) Given the product [C:1]([O:5][C:11]([NH:10][S:7]([NH:13][C:14]1[C:15]([CH3:39])=[C:16]2[C:20](=[C:21]([NH:24][C:25](=[O:30])[C:26]([CH3:28])([CH3:29])[CH3:27])[C:22]=1[CH3:23])[N:19]([CH2:31][CH2:32][CH2:33][CH2:34][CH2:35][CH2:36][CH2:37][CH3:38])[CH2:18][CH2:17]2)(=[O:9])=[O:8])=[O:12])([CH3:4])([CH3:3])[CH3:2], predict the reactants needed to synthesize it. The reactants are: [C:1]([OH:5])([CH3:4])([CH3:3])[CH3:2].Cl[S:7]([N:10]=[C:11]=[O:12])(=[O:9])=[O:8].[NH2:13][C:14]1[C:15]([CH3:39])=[C:16]2[C:20](=[C:21]([NH:24][C:25](=[O:30])[C:26]([CH3:29])([CH3:28])[CH3:27])[C:22]=1[CH3:23])[N:19]([CH2:31][CH2:32][CH2:33][CH2:34][CH2:35][CH2:36][CH2:37][CH3:38])[CH2:18][CH2:17]2.C(N(CC)CC)C. (2) Given the product [CH3:15][N:13]([CH3:14])/[CH:12]=[N:11]/[C:9]1[N:10]=[C:5]2[CH:4]=[CH:3][NH:16][C:6]2=[CH:7][CH:8]=1, predict the reactants needed to synthesize it. The reactants are: CN(C)/[CH:3]=[CH:4]/[C:5]1[N:10]=[C:9](/[N:11]=[CH:12]/[N:13]([CH3:15])[CH3:14])[CH:8]=[CH:7][C:6]=1[N+:16]([O-])=O. (3) Given the product [Cl:1][CH2:2][CH2:3][CH2:4][S:5]([O:8][CH2:9][C:10]([CH3:26])([CH3:25])[CH:11]([O:15][CH2:16][C:17]1[CH:22]=[CH:21][C:20]([O:23][CH3:24])=[CH:19][CH:18]=1)[C:12]([O:14][CH2:33][C:34]1[CH:39]=[CH:38][CH:37]=[CH:36][CH:35]=1)=[O:13])(=[O:7])=[O:6], predict the reactants needed to synthesize it. The reactants are: [Cl:1][CH2:2][CH2:3][CH2:4][S:5]([O:8][CH2:9][C:10]([CH3:26])([CH3:25])[CH:11]([O:15][CH2:16][C:17]1[CH:22]=[CH:21][C:20]([O:23][CH3:24])=[CH:19][CH:18]=1)[C:12]([OH:14])=[O:13])(=[O:7])=[O:6].C(Cl)(=O)C(Cl)=O.[CH2:33](O)[C:34]1[CH:39]=[CH:38][CH:37]=[CH:36][CH:35]=1.N1C=CC=CC=1. (4) Given the product [Br:18][C:16]1[CH:17]=[C:12]([NH:10][C:6]2[CH:5]=[C:4]([CH2:3][O:2][CH3:1])[N:8]([CH3:9])[N:7]=2)[C:13](=[O:20])[N:14]([CH3:19])[CH:15]=1, predict the reactants needed to synthesize it. The reactants are: [CH3:1][O:2][CH2:3][C:4]1[N:8]([CH3:9])[N:7]=[C:6]([NH2:10])[CH:5]=1.Br[C:12]1[C:13](=[O:20])[N:14]([CH3:19])[CH:15]=[C:16]([Br:18])[CH:17]=1. (5) Given the product [N:20]1([CH2:19][CH2:18][CH2:17][O:1][C:2]2[CH:7]=[CH:6][C:5]([C:8]3([C:14]#[N:15])[CH2:13][CH2:12][O:11][CH2:10][CH2:9]3)=[CH:4][CH:3]=2)[CH2:24][CH2:23][CH2:22][CH2:21]1, predict the reactants needed to synthesize it. The reactants are: [OH:1][C:2]1[CH:7]=[CH:6][C:5]([C:8]2([C:14]#[N:15])[CH2:13][CH2:12][O:11][CH2:10][CH2:9]2)=[CH:4][CH:3]=1.Cl[CH2:17][CH2:18][CH2:19][N:20]1[CH2:24][CH2:23][CH2:22][CH2:21]1.CN(C=O)C.C([O-])([O-])=O.[K+].[K+].